From a dataset of Catalyst prediction with 721,799 reactions and 888 catalyst types from USPTO. Predict which catalyst facilitates the given reaction. (1) Reactant: [CH3:1][O:2][C:3]1[N:8]2[N:9]=[C:10]([NH2:12])[N:11]=[C:7]2[C:6]([C:13]2[CH:18]=[CH:17][CH:16]=[CH:15][CH:14]=2)=[CH:5][CH:4]=1.[F:19][C:20]1[CH:21]=[C:22]([C:26](Cl)=[O:27])[CH:23]=[CH:24][CH:25]=1.CCN(CC)CC. Product: [F:19][C:20]1[CH:21]=[C:22]([CH:23]=[CH:24][CH:25]=1)[C:26]([NH:12][C:10]1[N:11]=[C:7]2[C:6]([C:13]3[CH:14]=[CH:15][CH:16]=[CH:17][CH:18]=3)=[CH:5][CH:4]=[C:3]([O:2][CH3:1])[N:8]2[N:9]=1)=[O:27]. The catalyst class is: 12. (2) Reactant: [H-].[Na+].[CH3:3][C:4]1[NH:5][C:6]2[C:11]([CH:12]=1)=[C:10]([O:13][CH2:14][C:15]([O:17][CH2:18][CH3:19])=[O:16])[CH:9]=[CH:8][CH:7]=2.[CH2:20]([O:27][C:28]1[CH:33]=[CH:32][C:31]([CH2:34]Cl)=[CH:30][C:29]=1[CH:36]([CH3:38])[CH3:37])[C:21]1[CH:26]=[CH:25][CH:24]=[CH:23][CH:22]=1. Product: [CH2:20]([O:27][C:28]1[CH:33]=[CH:32][C:31]([CH2:34][N:5]2[C:6]3[C:11](=[C:10]([O:13][CH2:14][C:15]([O:17][CH2:18][CH3:19])=[O:16])[CH:9]=[CH:8][CH:7]=3)[CH:12]=[C:4]2[CH3:3])=[CH:30][C:29]=1[CH:36]([CH3:38])[CH3:37])[C:21]1[CH:22]=[CH:23][CH:24]=[CH:25][CH:26]=1. The catalyst class is: 9. (3) Reactant: [OH:1][C@@H:2]([CH2:6][C:7]1[CH:12]=[CH:11][C:10]([OH:13])=[CH:9][CH:8]=1)[C:3]([OH:5])=[O:4].C(=O)([O-])[O-].[K+].[K+].[CH2:20](Cl)[C:21]1[CH:26]=[CH:25][CH:24]=[CH:23][CH:22]=1. Product: [CH2:20]([O:13][C:10]1[CH:9]=[CH:8][C:7]([CH2:6][C@H:2]([OH:1])[C:3]([OH:5])=[O:4])=[CH:12][CH:11]=1)[C:21]1[CH:26]=[CH:25][CH:24]=[CH:23][CH:22]=1. The catalyst class is: 14. (4) Reactant: [Cl:1][C:2]1[CH:3]=[C:4]([NH:9][C:10]2[C:11]3[CH2:18][C:17](=[O:19])[NH:16][C:12]=3[N:13]=[CH:14][N:15]=2)[CH:5]=[CH:6][C:7]=1[F:8].[CH3:20][C:21]1[C:25]([C:26]([N:28]2[CH2:33][CH2:32][O:31][CH2:30][CH2:29]2)=[O:27])=[C:24]([CH3:34])[NH:23][C:22]=1[CH:35]=O. Product: [Cl:1][C:2]1[CH:3]=[C:4]([NH:9][C:10]2[C:11]3[C:18](=[CH:35][C:22]4[NH:23][C:24]([CH3:34])=[C:25]([C:26]([N:28]5[CH2:29][CH2:30][O:31][CH2:32][CH2:33]5)=[O:27])[C:21]=4[CH3:20])[C:17](=[O:19])[NH:16][C:12]=3[N:13]=[CH:14][N:15]=2)[CH:5]=[CH:6][C:7]=1[F:8]. The catalyst class is: 495. (5) Reactant: [NH2:1][C:2]1[N:6]([C:7]2[C:8]([CH2:21][OH:22])=[N:9][N:10]([CH2:12][CH2:13][O:14][CH:15]3[CH2:20][CH2:19][CH2:18][CH2:17][O:16]3)[CH:11]=2)[N:5]=[C:4]([C:23]([CH3:26])([CH3:25])[CH3:24])[CH:3]=1.N1C=CN=C1.Cl[Si:33]([CH:40]([CH3:42])[CH3:41])([CH:37]([CH3:39])[CH3:38])[CH:34]([CH3:36])[CH3:35]. Product: [C:23]([C:4]1[CH:3]=[C:2]([NH2:1])[N:6]([C:7]2[C:8]([CH2:21][O:22][Si:33]([CH:40]([CH3:42])[CH3:41])([CH:37]([CH3:39])[CH3:38])[CH:34]([CH3:36])[CH3:35])=[N:9][N:10]([CH2:12][CH2:13][O:14][CH:15]3[CH2:20][CH2:19][CH2:18][CH2:17][O:16]3)[CH:11]=2)[N:5]=1)([CH3:26])([CH3:25])[CH3:24]. The catalyst class is: 3. (6) Reactant: [Cl:1][CH2:2][C@H:3]1[CH2:7]OS(=O)(=O)[O:4]1.[NH2:10][C:11]1[CH:16]=[CH:15][C:14]([N:17]2[CH2:22][CH2:21][O:20][CH2:19][C:18]2=[O:23])=[CH:13][CH:12]=1.C(N(CC)CC)C.CS(O)(=O)=O.O.C(=O)([O-])O.[Na+]. Product: [Cl:1][CH2:2][C@H:3]([OH:4])[CH2:7][NH:10][C:11]1[CH:12]=[CH:13][C:14]([N:17]2[CH2:22][CH2:21][O:20][CH2:19][C:18]2=[O:23])=[CH:15][CH:16]=1. The catalyst class is: 2. (7) Reactant: [Br-].[CH2:2]([Zn+])[C:3]1[CH:8]=[CH:7][CH:6]=[CH:5][CH:4]=1.[CH:10]1([C:16](Cl)=[O:17])[CH2:15][CH2:14][CH2:13][CH2:12][CH2:11]1. Product: [CH:10]1([C:16]([CH2:2][C:3]2[CH:8]=[CH:7][CH:6]=[CH:5][CH:4]=2)=[O:17])[CH2:15][CH2:14][CH2:13][CH2:12][CH2:11]1. The catalyst class is: 7. (8) Reactant: [C:1]([C:3]1[CH:4]=[C:5]([CH:31]([CH3:33])[CH3:32])[C:6]2[O:10][C:9]([C:11]3[CH:29]=[CH:28][C:14]([C:15]([NH:17][CH2:18][C@H:19]4[CH2:24][CH2:23][C@H:22]([CH2:25][CH2:26][OH:27])[CH2:21][CH2:20]4)=[O:16])=[CH:13][CH:12]=3)=[N:8][C:7]=2[CH:30]=1)#[N:2].CC(OI1(OC(C)=O)(OC(C)=O)OC(=O)C2C=CC=CC1=2)=O. Product: [C:1]([C:3]1[CH:4]=[C:5]([CH:31]([CH3:33])[CH3:32])[C:6]2[O:10][C:9]([C:11]3[CH:29]=[CH:28][C:14]([C:15]([NH:17][CH2:18][C@H:19]4[CH2:20][CH2:21][C@H:22]([CH2:25][CH:26]=[O:27])[CH2:23][CH2:24]4)=[O:16])=[CH:13][CH:12]=3)=[N:8][C:7]=2[CH:30]=1)#[N:2]. The catalyst class is: 4. (9) Reactant: [CH2:1]([N:4]1[C@H:9]([CH3:10])[CH2:8][N:7](C(OCC)=O)[C@@H:6]([CH3:16])[CH2:5]1)[CH:2]=[CH2:3].[OH-].[K+].C(=O)=O.C1(C)C=CC=CC=1. Product: [CH2:1]([N:4]1[CH2:5][C@@H:6]([CH3:16])[NH:7][CH2:8][C@@H:9]1[CH3:10])[CH:2]=[CH2:3]. The catalyst class is: 8.